This data is from Full USPTO retrosynthesis dataset with 1.9M reactions from patents (1976-2016). The task is: Predict the reactants needed to synthesize the given product. (1) Given the product [F:1][C:2]1[CH:3]=[N:4][CH:5]=[CH:6][C:7]=1[C:8]1[C:9]([C:18]2[CH:19]=[N:20][CH:21]=[CH:22][CH:23]=2)=[N:10][C:11]([NH2:17])=[C:12]([NH2:14])[CH:13]=1, predict the reactants needed to synthesize it. The reactants are: [F:1][C:2]1[CH:3]=[N:4][CH:5]=[CH:6][C:7]=1[C:8]1[C:9]([C:18]2[CH:19]=[N:20][CH:21]=[CH:22][CH:23]=2)=[N:10][C:11]([NH2:17])=[C:12]([N+:14]([O-])=O)[CH:13]=1. (2) Given the product [Cl:1][C:2]1[CH:3]=[C:4]([S:18][C:13]2[CH:14]=[C:15]([Cl:17])[CH:16]=[C:11]([Cl:10])[CH:12]=2)[CH:5]=[C:6]([Cl:8])[CH:7]=1, predict the reactants needed to synthesize it. The reactants are: [Cl:1][C:2]1[CH:3]=[C:4](I)[CH:5]=[C:6]([Cl:8])[CH:7]=1.[Cl:10][C:11]1[CH:12]=[C:13]([SH:18])[CH:14]=[C:15]([Cl:17])[CH:16]=1.C(=O)([O-])[O-].[K+].[K+]. (3) Given the product [CH3:1][O:2][C:3]([C:5]1[C:9]([NH2:10])=[CH:8][N:7]([CH3:13])[N:6]=1)=[O:4], predict the reactants needed to synthesize it. The reactants are: [CH3:1][O:2][C:3]([C:5]1[C:9]([N+:10]([O-])=O)=[CH:8][N:7]([CH3:13])[N:6]=1)=[O:4].[H][H].